Dataset: Forward reaction prediction with 1.9M reactions from USPTO patents (1976-2016). Task: Predict the product of the given reaction. (1) Given the reactants C(OC([NH:8][C:9]1[S:10][CH:11]=[C:12]([CH2:14][CH2:15][N:16]([C:24]2[CH:29]=[CH:28][C:27]([NH:30][C:31]([C:33]3[CH:38]=[CH:37][CH:36]=[CH:35][C:34]=3[C:39]3[CH:44]=[CH:43][C:42]([C:45]([F:48])([F:47])[F:46])=[CH:41][CH:40]=3)=[O:32])=[CH:26][CH:25]=2)C(=O)OC(C)(C)C)[N:13]=1)=O)(C)(C)C.FC(F)(F)C(O)=O, predict the reaction product. The product is: [NH2:8][C:9]1[S:10][CH:11]=[C:12]([CH2:14][CH2:15][NH:16][C:24]2[CH:29]=[CH:28][C:27]([NH:30][C:31]([C:33]3[C:34]([C:39]4[CH:40]=[CH:41][C:42]([C:45]([F:48])([F:46])[F:47])=[CH:43][CH:44]=4)=[CH:35][CH:36]=[CH:37][CH:38]=3)=[O:32])=[CH:26][CH:25]=2)[N:13]=1. (2) Given the reactants [N:1]1([CH:14]2[CH2:19][CH2:18][CH2:17][NH:16][CH2:15]2)[C:12]2=[C:13]3[C:8](=[CH:9][CH:10]=[CH:11]2)[CH:7]=[N:6][CH:5]=[C:4]3[CH2:3][CH2:2]1.[CH2:20](O)C, predict the reaction product. The product is: [CH3:20][N:16]1[CH2:17][CH2:18][CH2:19][CH:14]([N:1]2[C:12]3=[C:13]4[C:8](=[CH:9][CH:10]=[CH:11]3)[CH:7]=[N:6][CH:5]=[C:4]4[CH2:3][CH2:2]2)[CH2:15]1. (3) Given the reactants [OH-:1].[K+].[Cl:3][C:4]1[C:12]([CH2:13][C:14]#N)=[CH:11][CH:10]=[CH:9][C:5]=1[C:6]([OH:8])=[O:7].[OH2:16], predict the reaction product. The product is: [C:14]([CH2:13][C:12]1[C:4]([Cl:3])=[C:5]([CH:9]=[CH:10][CH:11]=1)[C:6]([OH:8])=[O:7])([OH:16])=[O:1]. (4) The product is: [C:3]([C:7]1[CH:11]=[C:10]([C:12]([NH2:2])=[O:13])[N:9]([CH3:15])[N:8]=1)([CH3:6])([CH3:5])[CH3:4]. Given the reactants [OH-].[NH4+:2].[C:3]([C:7]1[CH:11]=[C:10]([C:12](Cl)=[O:13])[N:9]([CH3:15])[N:8]=1)([CH3:6])([CH3:5])[CH3:4], predict the reaction product. (5) Given the reactants [CH:1]1([C:7]2[C:15]3[C:10](=[CH:11][C:12]([C:16]([O:18][CH3:19])=[O:17])=[CH:13][CH:14]=3)[N:9]([CH2:20][CH:21](OC)OC)[C:8]=2[C:26]2[CH:31]=[CH:30][CH:29]=[CH:28][C:27]=2[CH2:32][NH:33][CH2:34][CH2:35][N:36]([CH3:38])[CH3:37])[CH2:6][CH2:5][CH2:4][CH2:3][CH2:2]1.Cl.[BH4-].[Na+], predict the reaction product. The product is: [CH:1]1([C:7]2[C:15]3[CH:14]=[CH:13][C:12]([C:16]([O:18][CH3:19])=[O:17])=[CH:11][C:10]=3[N:9]3[CH2:20][CH2:21][N:33]([CH2:34][CH2:35][N:36]([CH3:37])[CH3:38])[CH2:32][C:27]4[CH:28]=[CH:29][CH:30]=[CH:31][C:26]=4[C:8]=23)[CH2:2][CH2:3][CH2:4][CH2:5][CH2:6]1. (6) Given the reactants [CH3:1][O:2][C:3]1[CH:4]=[CH:5][C:6]2[CH:10]=[C:9]([C:11]3[CH:16]=[CH:15][C:14]([O:17][CH3:18])=[CH:13][CH:12]=3)[S:8][C:7]=2[CH:19]=1.C1C(=O)N([Br:27])C(=O)C1, predict the reaction product. The product is: [Br:27][C:10]1[C:6]2[CH:5]=[CH:4][C:3]([O:2][CH3:1])=[CH:19][C:7]=2[S:8][C:9]=1[C:11]1[CH:12]=[CH:13][C:14]([O:17][CH3:18])=[CH:15][CH:16]=1. (7) Given the reactants COC(=O)N[C@@H](C(C)C)C(N1[C@H](C2NC(C3C=CC(C4C=CC5C(=CC=C(C6NC([C@@H]7CCCN7C(=O)[C@H](NC(OC)=O)C7C=CC=CC=7)=NC=6)C=5)C=4)=CC=3)=CN=2)CC2(OCCO2)C1)=O.Cl.Cl.Cl.[CH3:69][CH:70]([CH3:115])[C@H:71]([NH:110][C:111](=[O:114])[O:112][CH3:113])[C:72](=[O:109])[N:73]1[CH2:77][CH2:76][CH2:75][C@H:74]1[C:78]1[NH:79][C:80]([C:83]2[CH:92]=[CH:91][C:90]3[C:85](=[CH:86][CH:87]=[C:88]([C:93]4[CH:98]=[CH:97][C:96]([C:99]5[NH:103][C:102]([C@@H:104]6[CH2:108][CH2:107][CH2:106][NH:105]6)=[N:101][CH:100]=5)=[CH:95][CH:94]=4)[CH:89]=3)[CH:84]=2)=[CH:81][N:82]=1.[CH2:116]([O:123][C:124]([N:126]1[CH2:135][CH2:134][C:133]2[C:128](=[CH:129][CH:130]=[CH:131][CH:132]=2)[C@@H:127]1[C:136](O)=[O:137])=[O:125])[C:117]1[CH:122]=[CH:121][CH:120]=[CH:119][CH:118]=1.COC(N[C@H](C1C=CC=CC=1)C(O)=O)=O.Cl.Cl.Cl.CC(C)[C@H](NC(=O)OC)C(=O)N1[C@H](C2NC(C3C=CC(C4C=CC5C(=CC=C(C6NC([C@@H]7CCCN7)=NC=6)C=5)C=4)=CC=3)=CN=2)CC2(OCCO2)C1, predict the reaction product. The product is: [CH3:113][O:112][C:111]([NH:110][C@@H:71]([CH:70]([CH3:115])[CH3:69])[C:72]([N:73]1[CH2:77][CH2:76][CH2:75][C@H:74]1[C:78]1[NH:79][C:80]([C:83]2[CH:84]=[C:85]3[C:90](=[CH:91][CH:92]=2)[CH:89]=[C:88]([C:93]2[CH:94]=[CH:95][C:96]([C:99]4[NH:103][C:102]([C@@H:104]5[CH2:108][CH2:107][CH2:106][N:105]5[C:136]([C@H:127]5[C:128]6[C:133](=[CH:132][CH:131]=[CH:130][CH:129]=6)[CH2:134][CH2:135][N:126]5[C:124]([O:123][CH2:116][C:117]5[CH:122]=[CH:121][CH:120]=[CH:119][CH:118]=5)=[O:125])=[O:137])=[N:101][CH:100]=4)=[CH:97][CH:98]=2)[CH:87]=[CH:86]3)=[CH:81][N:82]=1)=[O:109])=[O:114]. (8) Given the reactants [Br:1][C:2]1[CH:7]=[C:6]([O:8][CH3:9])[C:5]([OH:10])=[C:4]([Cl:11])[C:3]=1[CH3:12].[CH3:13][CH:14]([Si:16](Cl)([CH:20]([CH3:22])[CH3:21])[CH:17]([CH3:19])[CH3:18])[CH3:15].N1C=CN=C1, predict the reaction product. The product is: [Br:1][C:2]1[CH:7]=[C:6]([O:8][CH3:9])[C:5]([O:10][Si:16]([CH:20]([CH3:22])[CH3:21])([CH:17]([CH3:19])[CH3:18])[CH:14]([CH3:15])[CH3:13])=[C:4]([Cl:11])[C:3]=1[CH3:12].